This data is from Reaction yield outcomes from USPTO patents with 853,638 reactions. The task is: Predict the reaction yield, written as a fraction of the theoretical maximum amount of product (1.0 means a 100% yield; for example, 0.34 means a 34% yield). (1) The reactants are [CH:1]1([C:7](=O)[CH3:8])[CH2:6][CH2:5][CH2:4][CH2:3][CH2:2]1.C(O)(=O)C.[C:14]1([C@@H:20]2[CH2:22][C@H:21]2[NH2:23])[CH:19]=[CH:18][CH:17]=[CH:16][CH:15]=1.C(O[BH-](OC(=O)C)OC(=O)C)(=O)C.[Na+]. The catalyst is ClCCCl. The product is [CH:1]1([CH:7]([NH:23][C@@H:21]2[CH2:22][C@H:20]2[C:14]2[CH:19]=[CH:18][CH:17]=[CH:16][CH:15]=2)[CH3:8])[CH2:6][CH2:5][CH2:4][CH2:3][CH2:2]1. The yield is 0.249. (2) The reactants are [C:1]1([C:18]2[CH:23]=[CH:22][CH:21]=[CH:20][CH:19]=2)[CH:6]=[CH:5][CH:4]=[CH:3][C:2]=1[CH2:7][O:8][CH2:9][CH2:10][C:11]1[CH:16]=[CH:15][C:14]([NH2:17])=[CH:13][CH:12]=1.C[Si]([N:28]=[C:29]=[O:30])(C)C.O. The catalyst is CN(C=O)C. The product is [C:1]1([C:18]2[CH:23]=[CH:22][CH:21]=[CH:20][CH:19]=2)[CH:6]=[CH:5][CH:4]=[CH:3][C:2]=1[CH2:7][O:8][CH2:9][CH2:10][C:11]1[CH:16]=[CH:15][C:14]([NH:17][C:29]([NH2:28])=[O:30])=[CH:13][CH:12]=1. The yield is 0.480. (3) The reactants are [Li]CCCC.Br[C:7]1[N:8]=[C:9]([O:12][C:13]2[CH:18]=[CH:17][CH:16]=[C:15]([CH3:19])[N:14]=2)[S:10][CH:11]=1.C(O[B:24]1[O:28][C:27]([CH3:30])([CH3:29])[C:26]([CH3:32])([CH3:31])[O:25]1)(C)C. The catalyst is CCOCC. The product is [CH3:19][C:15]1[N:14]=[C:13]([O:12][C:9]2[S:10][CH:11]=[C:7]([B:24]3[O:28][C:27]([CH3:30])([CH3:29])[C:26]([CH3:32])([CH3:31])[O:25]3)[N:8]=2)[CH:18]=[CH:17][CH:16]=1. The yield is 0.290. (4) The reactants are [C:1]([O:5][C:6](=[O:26])[NH:7][S:8]([CH2:11]P(C1C=CC=CC=1)(C1C=CC=CC=1)=O)(=[O:10])=[O:9])([CH3:4])([CH3:3])[CH3:2].C([Li])CCC.CCCCCC.[Si:38]([O:45][C@H:46]1[CH2:50][C@H:49]([N:51]2[C:55]3[N:56]=[CH:57][N:58]=[C:59]([NH:60][C@@H:61]4[C:69]5[C:64](=[CH:65][CH:66]=[CH:67][CH:68]=5)[CH2:63][CH2:62]4)[C:54]=3[CH:53]=[CH:52]2)[CH2:48][C@H:47]1[CH:70]=O)([C:41]([CH3:44])([CH3:43])[CH3:42])([CH3:40])[CH3:39]. The catalyst is C1COCC1. The product is [Si:38]([O:45][C@H:46]1[CH2:50][C@H:49]([N:51]2[C:55]3[N:56]=[CH:57][N:58]=[C:59]([NH:60][C@@H:61]4[C:69]5[C:64](=[CH:65][CH:66]=[CH:67][CH:68]=5)[CH2:63][CH2:62]4)[C:54]=3[CH:53]=[CH:52]2)[CH2:48][C@H:47]1/[CH:70]=[CH:11]/[S:8]([NH:7][C:6](=[O:26])[O:5][C:1]([CH3:3])([CH3:2])[CH3:4])(=[O:10])=[O:9])([C:41]([CH3:44])([CH3:42])[CH3:43])([CH3:39])[CH3:40]. The yield is 0.210. (5) The reactants are [CH2:1](Br)[C:2]1[CH:7]=[CH:6][CH:5]=[CH:4][CH:3]=1.[Br:9][C:10]1[C:14]([CH3:15])=[C:13]([C:16]([F:19])([F:18])[F:17])[NH:12][C:11]=1[C:20]([O:22][CH2:23][CH3:24])=[O:21].C([O-])([O-])=O.[K+].[K+]. The catalyst is C(#N)C.CCOC(C)=O.O. The product is [CH2:1]([N:12]1[C:13]([C:16]([F:19])([F:17])[F:18])=[C:14]([CH3:15])[C:10]([Br:9])=[C:11]1[C:20]([O:22][CH2:23][CH3:24])=[O:21])[C:2]1[CH:7]=[CH:6][CH:5]=[CH:4][CH:3]=1. The yield is 0.892. (6) The reactants are [Br:1][C:2]1[CH:3]=[C:4]([C:9]([CH3:13])([CH3:12])[C:10]#N)[CH:5]=[CH:6][C:7]=1[F:8].CC(C[AlH]CC(C)C)C.C1C[O:26]CC1. No catalyst specified. The product is [Br:1][C:2]1[CH:3]=[C:4]([C:9]([CH3:13])([CH3:12])[CH:10]=[O:26])[CH:5]=[CH:6][C:7]=1[F:8]. The yield is 0.920. (7) The reactants are [Cl:1][C:2]1[N:7]=[C:6]([CH2:8][C:9]([C:11]2[C:12]([F:29])=[C:13]([NH:17][S:18]([C:21]3[C:26]([F:27])=[CH:25][CH:24]=[CH:23][C:22]=3[F:28])(=[O:20])=[O:19])[CH:14]=[CH:15][CH:16]=2)=O)[CH:5]=[CH:4][N:3]=1.ClCCl.BrN1C(=O)CCC1=O.[CH3:41][C:42]([CH3:47])([CH3:46])[C:43](=[S:45])[NH2:44]. The catalyst is C(OCC)(=O)C.O. The product is [Cl:1][C:2]1[N:7]=[C:6]([C:8]2[S:45][C:43]([C:42]([CH3:47])([CH3:46])[CH3:41])=[N:44][C:9]=2[C:11]2[C:12]([F:29])=[C:13]([NH:17][S:18]([C:21]3[C:26]([F:27])=[CH:25][CH:24]=[CH:23][C:22]=3[F:28])(=[O:20])=[O:19])[CH:14]=[CH:15][CH:16]=2)[CH:5]=[CH:4][N:3]=1. The yield is 0.800. (8) The reactants are [CH3:1][C:2]1[C:10]2[C:9](=[O:11])[CH2:8][C:7]([CH3:13])([CH3:12])[CH2:6][C:5]=2[NH:4][CH:3]=1.[H-].[Na+].[NH2:16][C:17]1[C:26]2[C:21](=[CH:22][C:23](F)=[CH:24][CH:25]=2)[C:20]([C:28](=[N:30][OH:31])[CH3:29])=[CH:19][N:18]=1.[NH4+].[Cl-]. The catalyst is CC(N(C)C)=O. The product is [NH2:16][C:17]1[C:26]2[C:21](=[CH:22][C:23]([N:4]3[C:5]4[CH2:6][C:7]([CH3:13])([CH3:12])[CH2:8][C:9](=[O:11])[C:10]=4[C:2]([CH3:1])=[CH:3]3)=[CH:24][CH:25]=2)[C:20]([C:28](=[N:30][OH:31])[CH3:29])=[CH:19][N:18]=1. The yield is 0.130. (9) The reactants are Br[C:2]1[S:6][C:5]([NH:7][C:8]([NH:10][C:11]2[CH:16]=[CH:15][C:14]([CH3:17])=[CH:13][C:12]=2[C:18]([CH:20]2[CH2:24][CH2:23][CH2:22][CH2:21]2)=[O:19])=[O:9])=[N:4][CH:3]=1.[NH:25]1[CH:29]=[CH:28][N:27]=[C:26]1[SH:30]. The yield is 0.350. No catalyst specified. The product is [CH:20]1([C:18]([C:12]2[CH:13]=[C:14]([CH3:17])[CH:15]=[CH:16][C:11]=2[NH:10][C:8]([NH:7][C:5]2[S:6][C:2]([S:30][C:26]3[NH:25][CH:29]=[CH:28][N:27]=3)=[CH:3][N:4]=2)=[O:9])=[O:19])[CH2:24][CH2:23][CH2:22][CH2:21]1. (10) The reactants are [C:1]([NH:5][CH2:6][C:7]([O:9][CH3:10])=[O:8])(=[O:4])[CH2:2][CH3:3].[C:11](O[C:11]([O:13][C:14]([CH3:17])([CH3:16])[CH3:15])=[O:12])([O:13][C:14]([CH3:17])([CH3:16])[CH3:15])=[O:12]. The catalyst is CC#N.CCOC(C)=O. The product is [CH3:10][O:9][C:7](=[O:8])[CH2:6][N:5]([C:11]([O:13][C:14]([CH3:17])([CH3:16])[CH3:15])=[O:12])[C:1](=[O:4])[CH2:2][CH3:3]. The yield is 0.650.